This data is from Forward reaction prediction with 1.9M reactions from USPTO patents (1976-2016). The task is: Predict the product of the given reaction. (1) The product is: [Br:1][C:2]1[CH:7]=[N:6][C:5]([F:8])=[C:4]([CH:3]=1)[C:9]#[N:10]. Given the reactants [Br:1][C:2]1[CH:3]=[C:4]([CH:9]=[N:10]O)[C:5]([F:8])=[N:6][CH:7]=1.COC(C#CC(OC)=O)=O, predict the reaction product. (2) Given the reactants [O:1]([CH2:8][C:9]1[CH:18]=[C:12]2[C:13](=[O:17])[NH:14][CH2:15][CH2:16][N:11]2[N:10]=1)[C:2]1[CH:7]=[CH:6][CH:5]=[CH:4][CH:3]=1.[Br:19][C:20]1[CH:25]=[CH:24][CH:23]=[C:22](Br)[N:21]=1.FC1C=C(F)C=CC=1N1CCN2N=C(COC3C=CC=CC=3)C=C2C1=O, predict the reaction product. The product is: [Br:19][C:20]1[N:21]=[C:22]([N:14]2[CH2:15][CH2:16][N:11]3[N:10]=[C:9]([CH2:8][O:1][C:2]4[CH:3]=[CH:4][CH:5]=[CH:6][CH:7]=4)[CH:18]=[C:12]3[C:13]2=[O:17])[CH:23]=[CH:24][CH:25]=1. (3) Given the reactants [C:12]([O:11][C:9](O[C:9]([O:11][C:12]([CH3:15])([CH3:14])[CH3:13])=[O:10])=[O:10])([CH3:15])([CH3:14])[CH3:13].Cl.[CH3:17][C@@H:18]([NH2:28])[C:19]1[CH:24]=[CH:23][C:22]([N+:25]([O-:27])=[O:26])=[CH:21][CH:20]=1.[OH-].[Na+], predict the reaction product. The product is: [N+:25]([C:22]1[CH:21]=[CH:20][C:19]([C@@H:18]([NH:28][C:9](=[O:10])[O:11][C:12]([CH3:13])([CH3:14])[CH3:15])[CH3:17])=[CH:24][CH:23]=1)([O-:27])=[O:26]. (4) Given the reactants [Br:1][C:2]1[S:6][C:5]([C:7]([O:9]C)=O)=[C:4]([NH:11][C:12](=O)[C:13](F)(F)F)[CH:3]=1.BrCCO[Si](C(C)(C)C)(C)C.C(=O)([O-])[O-].[Cs+].[Cs+].[I-].[Na+].[OH-:37].[Na+].Cl.[Cl-].[NH4+:41].C(N(CC)CC)C.ON1C2C=CC=CC=2N=N1.Cl.C(N=C=NCCCN(C)C)C, predict the reaction product. The product is: [Br:1][C:2]1[S:6][C:5]([C:7]([NH2:41])=[O:9])=[C:4]([NH:11][CH2:12][CH2:13][OH:37])[CH:3]=1. (5) Given the reactants FC(F)(F)S(O[C:7]1[CH2:8][CH2:9][N:10]([C:13]([O:15][C:16]([CH3:19])([CH3:18])[CH3:17])=[O:14])[CH2:11][CH:12]=1)(=O)=O.[B:22]1([B:22]2[O:26][C:25]([CH3:28])([CH3:27])[C:24]([CH3:30])([CH3:29])[O:23]2)[O:26][C:25]([CH3:28])([CH3:27])[C:24]([CH3:30])([CH3:29])[O:23]1.C([O-])(=O)C.[K+], predict the reaction product. The product is: [CH3:29][C:24]1([CH3:30])[C:25]([CH3:28])([CH3:27])[O:26][B:22]([C:7]2[CH2:8][CH2:9][N:10]([C:13]([O:15][C:16]([CH3:19])([CH3:18])[CH3:17])=[O:14])[CH2:11][CH:12]=2)[O:23]1. (6) Given the reactants [CH3:1][C:2]1[CH:3]=[C:4]2[C:8](=[CH:9][CH:10]=1)[NH:7][C:6](=[O:11])[C:5]2=O.[OH-:13].[Na+].[N:15]([O-])=O.[Na+].S(=O)(=O)(O)O.[Sn](Cl)Cl, predict the reaction product. The product is: [CH3:1][C:2]1[CH:3]=[C:4]2[C:8](=[CH:9][CH:10]=1)[NH:7][N:15]=[C:5]2[C:6]([OH:11])=[O:13].